Dataset: Forward reaction prediction with 1.9M reactions from USPTO patents (1976-2016). Task: Predict the product of the given reaction. (1) Given the reactants C(N(CC)CC)C.[Cl:8][C:9]1[C:18]([N+:19]([O-:21])=[O:20])=[C:17](Cl)[C:16]2[C:11](=[CH:12][CH:13]=[CH:14][CH:15]=2)[N:10]=1.[NH2:23][CH2:24][C:25]([NH2:28])([CH3:27])[CH3:26], predict the reaction product. The product is: [Cl:8][C:9]1[C:18]([N+:19]([O-:21])=[O:20])=[C:17]([NH:23][CH2:24][C:25]([CH3:27])([NH2:28])[CH3:26])[C:16]2[C:11](=[CH:12][CH:13]=[CH:14][CH:15]=2)[N:10]=1. (2) Given the reactants [F:1][C:2]1[CH:3]=[C:4]([CH:35]=[CH:36][C:37]=1[F:38])[CH2:5][N:6]1[CH:11]=[CH:10][CH:9]=[C:8]([C:12]([NH:14][CH2:15][C:16]2[CH:17]=[C:18]([C:22]3[C:30]4[C:25](=[N:26][CH:27]=[C:28]([C:31]([NH2:33])=[O:32])[CH:29]=4)[NH:24][CH:23]=3)[CH:19]=[CH:20][CH:21]=2)=[O:13])[C:7]1=[O:34].F[C:40]1[CH:41]=C(C=C[C:75]=1F)CN1C=CC=C(C(NCC2C=C(C3C4C(=NC=C(C(O)=O)C=4)NC=3)C=CC=2)=O)C1=O.C(N)CC, predict the reaction product. The product is: [CH2:75]([NH:33][C:31]([C:28]1[CH:29]=[C:30]2[C:22]([C:18]3[CH:19]=[CH:20][CH:21]=[C:16]([CH2:15][NH:14][C:12]([C:8]4[C:7](=[O:34])[N:6]([CH2:5][C:4]5[CH:35]=[CH:36][C:37]([F:38])=[C:2]([F:1])[CH:3]=5)[CH:11]=[CH:10][CH:9]=4)=[O:13])[CH:17]=3)=[CH:23][NH:24][C:25]2=[N:26][CH:27]=1)=[O:32])[CH2:40][CH3:41]. (3) Given the reactants O[N:2]=[C:3]([NH2:5])[CH3:4].[C:6]([O:10][CH3:11])(=[O:9])[C:7]#[CH:8], predict the reaction product. The product is: [CH3:4][C:3]1[NH:5][C:7]([C:6]([O:10][CH3:11])=[O:9])=[CH:8][N:2]=1. (4) Given the reactants [C:1]1(B(O)O)[CH:6]=[CH:5][CH:4]=[CH:3][CH:2]=1.Cl[C:11]1[C:12]2[CH:19]=[CH:18][NH:17][C:13]=2[N:14]=[CH:15][N:16]=1.C(=O)([O-])[O-].[Na+].[Na+], predict the reaction product. The product is: [C:1]1([C:11]2[C:12]3[CH:19]=[CH:18][NH:17][C:13]=3[N:14]=[CH:15][N:16]=2)[CH:6]=[CH:5][CH:4]=[CH:3][CH:2]=1. (5) Given the reactants N(C(C)C)C(C)C.[Li]CCCC.[Br:13][C:14]1[CH:19]=[CH:18][C:17]([NH2:20])=[C:16]([F:21])[CH:15]=1.Cl[C:23]1[C:24]([C:33]([OH:35])=[O:34])=[N:25][C:26]2[N:27]([N:30]=[CH:31][CH:32]=2)[C:28]=1[F:29], predict the reaction product. The product is: [Br:13][C:14]1[CH:19]=[CH:18][C:17]([NH:20][C:23]2[C:24]([C:33]([OH:35])=[O:34])=[N:25][C:26]3[N:27]([N:30]=[CH:31][CH:32]=3)[C:28]=2[F:29])=[C:16]([F:21])[CH:15]=1. (6) The product is: [F:38][C:39]1[CH:46]=[CH:45][C:42]([CH2:43][NH:44][C:2]2[N:28]=[CH:27][CH:26]=[CH:25][C:3]=2[C:4]([NH:6][C:7]2[CH:12]=[CH:11][C:10]([C:13]([F:16])([F:15])[F:14])=[C:9]([O:17][CH2:18][CH2:19][N:20]3[CH2:24][CH2:23][CH2:22][CH2:21]3)[CH:8]=2)=[O:5])=[CH:41][CH:40]=1. Given the reactants Cl[C:2]1[N:28]=[CH:27][CH:26]=[CH:25][C:3]=1[C:4]([NH:6][C:7]1[CH:12]=[CH:11][C:10]([C:13]([F:16])([F:15])[F:14])=[C:9]([O:17][CH2:18][CH2:19][N:20]2[CH2:24][CH2:23][CH2:22][CH2:21]2)[CH:8]=1)=[O:5].CCN(C(C)C)C(C)C.[F:38][C:39]1[CH:46]=[CH:45][C:42]([CH2:43][NH2:44])=[CH:41][CH:40]=1, predict the reaction product.